This data is from Reaction yield outcomes from USPTO patents with 853,638 reactions. The task is: Predict the reaction yield, written as a fraction of the theoretical maximum amount of product (1.0 means a 100% yield; for example, 0.34 means a 34% yield). (1) The yield is 0.960. The reactants are [CH2:1]([CH2:8][NH2:9])[C:2]1[CH:7]=[CH:6][CH:5]=[CH:4][CH:3]=1.C(=O)([O-])[O-].[Na+].[Na+].[I-].[Na+].Cl[CH2:19][CH2:20][CH2:21][CH2:22][CH2:23][CH2:24][CH2:25][CH2:26][OH:27]. The product is [CH2:1]([CH2:8][NH:9][CH2:19][CH2:20][CH2:21][CH2:22][CH2:23][CH2:24][CH2:25][CH2:26][OH:27])[C:2]1[CH:7]=[CH:6][CH:5]=[CH:4][CH:3]=1. The catalyst is CC(OC)(C)C.C(#N)C. (2) The reactants are [Br:1][C:2]1[CH:7]=[CH:6][C:5]([CH:8]([NH2:10])[CH3:9])=[CH:4][CH:3]=1.[C:11]([O:15][C:16](O[C:16]([O:15][C:11]([CH3:14])([CH3:13])[CH3:12])=[O:17])=[O:17])([CH3:14])([CH3:13])[CH3:12].Cl.CCOCC. The catalyst is ClCCl. The product is [C:11]([O:15][C:16]([NH:10][C@H:8]([C:5]1[CH:6]=[CH:7][C:2]([Br:1])=[CH:3][CH:4]=1)[CH3:9])=[O:17])([CH3:14])([CH3:13])[CH3:12]. The yield is 0.990. (3) The reactants are [F:1][C:2]1[CH:7]=[CH:6][C:5]([C:8]2[CH:16]=[CH:15][CH:14]=[C:13]3[C:9]=2[CH2:10][C:11](=[O:17])[NH:12]3)=[CH:4][CH:3]=1.[N:18]1([CH2:23][CH2:24][NH:25][C:26]([C:28]2[C:32]([CH3:33])=[C:31]([CH:34]=O)[NH:30][C:29]=2[CH3:36])=[O:27])[CH:22]=[CH:21][N:20]=[N:19]1. The catalyst is C(O)C.N1CCCCC1. The product is [N:18]1([CH2:23][CH2:24][NH:25][C:26]([C:28]2[C:32]([CH3:33])=[C:31]([CH:34]=[C:10]3[C:9]4[C:13](=[CH:14][CH:15]=[CH:16][C:8]=4[C:5]4[CH:4]=[CH:3][C:2]([F:1])=[CH:7][CH:6]=4)[NH:12][C:11]3=[O:17])[NH:30][C:29]=2[CH3:36])=[O:27])[CH:22]=[CH:21][N:20]=[N:19]1. The yield is 0.360. (4) The reactants are Cl[C:2]1[N:7]=[C:6]([NH:8][CH:9]2[CH2:17][CH:16]3[N:12]([CH2:13][CH2:14][CH2:15]3)[C:11]([CH3:19])([CH3:18])[CH2:10]2)[C:5]([F:20])=[CH:4][N:3]=1.[NH2:21][C:22]1[CH:23]=[CH:24][C:25]([O:30][CH:31]2[CH2:34][O:33][CH2:32]2)=[C:26]([CH:29]=1)[C:27]#[N:28]. The catalyst is CC(O)C. The product is [NH3:3].[CH3:25][OH:30].[F:20][C:5]1[C:6]([NH:8][CH:9]2[CH2:17][CH:16]3[N:12]([CH2:13][CH2:14][CH2:15]3)[C:11]([CH3:19])([CH3:18])[CH2:10]2)=[N:7][C:2]([NH:21][C:22]2[CH:23]=[CH:24][C:25]([O:30][CH:31]3[CH2:34][O:33][CH2:32]3)=[C:26]([CH:29]=2)[C:27]#[N:28])=[N:3][CH:4]=1. The yield is 0.0100. (5) The reactants are COC(C1C=C(O)C2C(=C([N+]([O-])=O)C=CC=2)N=1)=O.[CH3:19][O:20][C:21]([C:23]1[CH:32]=[C:31]([OH:33])[C:30]2[C:25](=[C:26]([N+:35]([O-])=O)[CH:27]=[C:28]([CH3:34])[CH:29]=2)[N:24]=1)=[O:22]. No catalyst specified. The product is [CH3:19][O:20][C:21]([C:23]1[CH:32]=[C:31]([OH:33])[C:30]2[C:25](=[C:26]([NH2:35])[CH:27]=[C:28]([CH3:34])[CH:29]=2)[N:24]=1)=[O:22]. The yield is 0.460. (6) The reactants are [CH2:1]([Li])[CH2:2][CH2:3][CH3:4].CCCCCC.C([C@H]1C[O:17][C:16]([CH3:20])([CH3:19])[N:15]1[C:21]([O:23][C:24]([CH3:27])([CH3:26])[CH3:25])=[O:22])=O. The catalyst is [Br-].C[P+](C1C=CC=CC=1)(C1C=CC=CC=1)C1C=CC=CC=1.O1CCCC1. The product is [CH3:19][C:16]1([CH3:20])[N:15]([C:21]([O:23][C:24]([CH3:27])([CH3:26])[CH3:25])=[O:22])[C@@H:2]([CH:3]=[CH2:4])[CH2:1][O:17]1. The yield is 0.640. (7) The reactants are [F:1][C:2]1[CH:3]=[C:4]2[C:9](=[CH:10][CH:11]=1)[CH:8]=[C:7]([C:12]([OH:14])=[O:13])[C:6]([CH3:15])=[C:5]2[OH:16].S(=O)(=O)(O)O.[C:22](OCC)(=O)C.CCCCCC. The catalyst is CO. The product is [CH3:22][O:13][C:12]([C:7]1[C:6]([CH3:15])=[C:5]([OH:16])[C:4]2[C:9](=[CH:10][CH:11]=[C:2]([F:1])[CH:3]=2)[CH:8]=1)=[O:14]. The yield is 0.540.